Dataset: Reaction yield outcomes from USPTO patents with 853,638 reactions. Task: Predict the reaction yield, written as a fraction of the theoretical maximum amount of product (1.0 means a 100% yield; for example, 0.34 means a 34% yield). (1) The reactants are [C:1]([C:3]1[CH:8]=[CH:7][C:6]([C:9]2[N:13]3[CH:14]=[C:15]([C:18]4[CH:26]=[CH:25][C:21]([C:22](O)=[O:23])=[C:20]([O:27][CH3:28])[CH:19]=4)[N:16]=[CH:17][C:12]3=[N:11][CH:10]=2)=[CH:5][CH:4]=1)#[N:2].CN1CCOCC1.CN(C(ON1N=NC2C=CC=NC1=2)=[N+](C)C)C.F[P-](F)(F)(F)(F)F.[N:60]1([C:66]([O:68][C:69]([CH3:72])([CH3:71])[CH3:70])=[O:67])[CH2:65][CH2:64][NH:63][CH2:62][CH2:61]1. The catalyst is CN(C=O)C.O. The product is [C:1]([C:3]1[CH:4]=[CH:5][C:6]([C:9]2[N:13]3[CH:14]=[C:15]([C:18]4[CH:26]=[CH:25][C:21]([C:22]([N:63]5[CH2:64][CH2:65][N:60]([C:66]([O:68][C:69]([CH3:72])([CH3:71])[CH3:70])=[O:67])[CH2:61][CH2:62]5)=[O:23])=[C:20]([O:27][CH3:28])[CH:19]=4)[N:16]=[CH:17][C:12]3=[N:11][CH:10]=2)=[CH:7][CH:8]=1)#[N:2]. The yield is 0.300. (2) The reactants are [CH:1]1([C:4]2[C:13]3[C:8](=[CH:9][CH:10]=[CH:11][CH:12]=3)[C:7]([N:14]=[C:15]=[S:16])=[CH:6][CH:5]=2)[CH2:3][CH2:2]1.Cl.[NH2:18][NH:19][C:20](N)=[NH:21].C(N(C(C)C)CC)(C)C. The catalyst is CN(C)C=O. The product is [NH2:21][C:20]1[N:14]([C:7]2[C:8]3[C:13](=[CH:12][CH:11]=[CH:10][CH:9]=3)[C:4]([CH:1]3[CH2:3][CH2:2]3)=[CH:5][CH:6]=2)[C:15]([SH:16])=[N:18][N:19]=1. The yield is 0.440. (3) The reactants are [BH4-].[Na+].[CH3:3][O:4][CH2:5][O:6][C:7]1[C:16]([N+:17]([O-:19])=[O:18])=[C:15]2[C:10]([CH:11]=[CH:12][C:13]([CH:20]=[O:21])=[N:14]2)=[CH:9][CH:8]=1. The catalyst is CCO.C(Cl)(Cl)Cl. The product is [CH3:3][O:4][CH2:5][O:6][C:7]1[C:16]([N+:17]([O-:19])=[O:18])=[C:15]2[C:10]([CH:11]=[CH:12][C:13]([CH2:20][OH:21])=[N:14]2)=[CH:9][CH:8]=1. The yield is 0.450. (4) The catalyst is CO.O. The reactants are [CH3:1][C:2]([CH3:21])([CH3:20])[C@@H:3]([C:16]([O:18]C)=[O:17])[NH:4][C:5]([O:7][C@@H:8]1[CH2:10][C@H:9]1[CH2:11][CH2:12][CH2:13][CH:14]=[CH2:15])=[O:6].O[Li].O. The yield is 0.980. The product is [CH3:1][C:2]([CH3:21])([CH3:20])[C@@H:3]([C:16]([OH:18])=[O:17])[NH:4][C:5]([O:7][C@@H:8]1[CH2:10][C@H:9]1[CH2:11][CH2:12][CH2:13][CH:14]=[CH2:15])=[O:6].